Dataset: Reaction yield outcomes from USPTO patents with 853,638 reactions. Task: Predict the reaction yield, written as a fraction of the theoretical maximum amount of product (1.0 means a 100% yield; for example, 0.34 means a 34% yield). (1) The reactants are [CH2:1]([C:3]1[CH:8]=[CH:7][CH:6]=[CH:5][C:4]=1[OH:9])[CH3:2].[C:10]1(=O)[O:15][C:13](=[O:14])[C:12]2=[CH:16][CH:17]=[CH:18][CH:19]=[C:11]12. No catalyst specified. The product is [OH:9][C:4]1[CH:5]=[CH:6][C:7]([C:10]2([C:7]3[CH:6]=[CH:5][C:4]([OH:9])=[C:3]([CH2:1][CH3:2])[CH:8]=3)[C:11]3[C:12](=[CH:16][CH:17]=[CH:18][CH:19]=3)[C:13](=[O:14])[O:15]2)=[CH:8][C:3]=1[CH2:1][CH3:2]. The yield is 0.810. (2) The reactants are Br.[NH:2]1[CH2:7][CH2:6][CH2:5][C@@H:4]([C:8]2[N:12]3[C:13]4[CH:19]=[CH:18][NH:17][C:14]=4[N:15]=[CH:16][C:11]3=[N:10][CH:9]=2)[CH2:3]1.Br.N1CCC[C@H](C2N3C4C=CNC=4N=CC3=NC=2)C1.CCN(C(C)C)C(C)C.[F:48][C:49]1([F:56])[CH2:52][CH:51]([C:53](O)=[O:54])[CH2:50]1.CCN=C=NCCCN(C)C.Cl. The catalyst is CN(C=O)C. The product is [CH:19]1[C:13]2[N:12]3[C:8]([C@@H:4]4[CH2:5][CH2:6][CH2:7][N:2]([C:53]([CH:51]5[CH2:52][C:49]([F:56])([F:48])[CH2:50]5)=[O:54])[CH2:3]4)=[CH:9][N:10]=[C:11]3[CH:16]=[N:15][C:14]=2[NH:17][CH:18]=1. The yield is 0.300. (3) The reactants are [NH2:1][C:2]1[CH:11]=[CH:10][CH:9]=[CH:8][C:3]=1[C:4]([O:6][CH3:7])=[O:5].[C:12]([O:17]C(=O)CCC)(=O)[CH2:13][CH2:14][CH3:15].[N+:23]([O-])([OH:25])=[O:24].[OH-].[Na+]. The catalyst is O. The product is [C:12]([NH:1][C:2]1[C:11]([N+:23]([O-:25])=[O:24])=[CH:10][CH:9]=[CH:8][C:3]=1[C:4]([O:6][CH3:7])=[O:5])(=[O:17])[CH2:13][CH2:14][CH3:15]. The yield is 0.480. (4) The reactants are Br[C:2]1[CH:3]=[CH:4][C:5]2[NH:6][C:7]3[C:12]([C:13]=2[CH:14]=1)=[CH:11][CH:10]=[CH:9][CH:8]=3.[B:15]1([B:15]2[O:19][C:18]([CH3:21])([CH3:20])[C:17]([CH3:23])([CH3:22])[O:16]2)[O:19][C:18]([CH3:21])([CH3:20])[C:17]([CH3:23])([CH3:22])[O:16]1.CC([O-])=O.[K+].N. The catalyst is CN(C=O)C. The product is [CH3:22][C:17]1([CH3:23])[C:18]([CH3:21])([CH3:20])[O:19][B:15]([C:2]2[CH:3]=[CH:4][C:5]3[NH:6][C:7]4[C:12]([C:13]=3[CH:14]=2)=[CH:11][CH:10]=[CH:9][CH:8]=4)[O:16]1. The yield is 0.690. (5) The reactants are [CH3:1][C:2]1[C:3]([CH:8]2[CH2:13][CH2:12][CH2:11][CH:10]([C:14]3[C:19]([CH3:20])=[CH:18][CH:17]=[CH:16][N:15]=3)[N:9]2[CH2:21][CH2:22][CH2:23][CH2:24][NH2:25])=[N:4][CH:5]=[CH:6][CH:7]=1.[C:26]([N:33]1C=CN=C1)(N1C=CN=C1)=[O:27].CCN(C(C)C)C(C)C.N[OH:48].O. The catalyst is C1COCC1.C(Cl)Cl. The product is [CH3:20][C:19]1[C:14]([CH:10]2[CH2:11][CH2:12][CH2:13][CH:8]([C:3]3[C:2]([CH3:1])=[CH:7][CH:6]=[CH:5][N:4]=3)[N:9]2[CH2:21][CH2:22][CH2:23][CH2:24][N:25]([OH:48])[C:26]([NH2:33])=[O:27])=[N:15][CH:16]=[CH:17][CH:18]=1. The yield is 0.440.